Dataset: Full USPTO retrosynthesis dataset with 1.9M reactions from patents (1976-2016). Task: Predict the reactants needed to synthesize the given product. (1) Given the product [O:1]1[CH2:6][CH2:5][N:4]([C:7]2[C:8]3[N:9]([CH:21]=[C:22](/[CH:24]=[CH:25]/[C:26]4[CH:35]=[CH:34][C:33]5[C:28](=[CH:29][CH:30]=[CH:31][CH:32]=5)[N:27]=4)[N:23]=3)[C:10]([C:13]3[CH:14]=[C:15]4[N:20]=[C:41]([OH:42])[NH:19][C:16]4=[N:17][CH:18]=3)=[CH:11][N:12]=2)[CH2:3][CH2:2]1, predict the reactants needed to synthesize it. The reactants are: [O:1]1[CH2:6][CH2:5][N:4]([C:7]2[C:8]3[N:9]([CH:21]=[C:22](/[CH:24]=[CH:25]/[C:26]4[CH:35]=[CH:34][C:33]5[C:28](=[CH:29][CH:30]=[CH:31][CH:32]=5)[N:27]=4)[N:23]=3)[C:10]([C:13]3[CH:14]=[C:15]([NH2:20])[C:16]([NH2:19])=[N:17][CH:18]=3)=[CH:11][N:12]=2)[CH2:3][CH2:2]1.C1N=CN([C:41](N2C=NC=C2)=[O:42])C=1. (2) Given the product [N:1]1[CH:6]=[CH:5][CH:4]=[CH:3][C:2]=1[C@H:7]1[CH2:11][CH2:10][C@H:9]([OH:12])[CH2:8]1, predict the reactants needed to synthesize it. The reactants are: [N:1]1[CH:6]=[CH:5][CH:4]=[CH:3][C:2]=1[CH:7]1[CH2:11][CH2:10][C:9](=[O:12])[CH2:8]1.[BH4-].[Na+]. (3) Given the product [C:17]([C:20]1[S:24][C:23]([C:2]2[CH:3]=[N:4][CH:5]=[C:6]([CH:16]=2)[C:7]([CH:9]2[CH2:13][CH2:12][N:11]([CH3:14])[C:10]2=[O:15])=[O:8])=[CH:22][CH:21]=1)(=[O:19])[CH3:18], predict the reactants needed to synthesize it. The reactants are: Br[C:2]1[CH:3]=[N:4][CH:5]=[C:6]([CH:16]=1)[C:7]([CH:9]1[CH2:13][CH2:12][N:11]([CH3:14])[C:10]1=[O:15])=[O:8].[C:17]([C:20]1[S:24][C:23](B(O)O)=[CH:22][CH:21]=1)(=[O:19])[CH3:18].C(Cl)Cl.C([O-])([O-])=O.[Na+].[Na+].